The task is: Predict which catalyst facilitates the given reaction.. This data is from Catalyst prediction with 721,799 reactions and 888 catalyst types from USPTO. (1) Reactant: [OH:1]OS([O-])=O.[K+].[CH3:7][S:8][CH2:9][CH2:10][N:11]([CH2:24][C:25]1[CH:30]=[CH:29][C:28]([F:31])=[CH:27][CH:26]=1)[C:12]1[CH:17]=[CH:16][C:15]([S:18]([NH:21][CH2:22][CH3:23])(=[O:20])=[O:19])=[CH:14][CH:13]=1.[OH2:32]. Product: [CH3:7][S:8]([CH2:9][CH2:10][N:11]([CH2:24][C:25]1[CH:26]=[CH:27][C:28]([F:31])=[CH:29][CH:30]=1)[C:12]1[CH:13]=[CH:14][C:15]([S:18]([NH:21][CH2:22][CH3:23])(=[O:19])=[O:20])=[CH:16][CH:17]=1)(=[O:1])=[O:32]. The catalyst class is: 5. (2) Reactant: [CH3:1][O:2][CH2:3][CH2:4][O:5][C:6]1[N:7]=[C:8]2[C:13](=[CH:14][CH:15]=1)[NH:12][CH:11]=[C:10]([C:16](O)=[O:17])[C:9]2=[O:19].C([N:22](CC)CC)C.ClC(OCC)=O.CN(C)CCN. Product: [CH3:1][O:2][CH2:3][CH2:4][O:5][C:6]1[N:7]=[C:8]2[C:13](=[CH:14][CH:15]=1)[NH:12][CH:11]=[C:10]([C:16]([NH2:22])=[O:17])[C:9]2=[O:19]. The catalyst class is: 348. (3) Reactant: [C:1]1(=[O:7])[CH2:6][CH2:5][CH2:4][CH2:3][CH2:2]1.[OH-:8].[Na+].[CH2:10]([O:16][C:17]1[CH:24]=[CH:23][C:20]([CH:21]=O)=[CH:19][CH:18]=1)[CH2:11][CH2:12][CH2:13][CH2:14][CH3:15]. Product: [CH2:10]([O:7][C:1]1[CH:6]=[CH:5][C:4]([CH:21]=[C:20]2[CH2:23][CH2:24][CH2:17][C:18](=[CH:21][C:20]3[CH:23]=[CH:24][C:17]([O:16][CH2:10][CH2:11][CH2:12][CH2:13][CH2:14][CH3:15])=[CH:18][CH:19]=3)[C:19]2=[O:8])=[CH:3][CH:2]=1)[CH2:11][CH2:12][CH2:13][CH2:14][CH3:15]. The catalyst class is: 40. (4) Reactant: [NH2:1][C@H:2]([C:5]([OH:7])=[O:6])[CH2:3][SH:4].[OH-].[Na+].[CH3:10]I.Cl[C:13]([O:15][CH3:16])=[O:14].Cl. Product: [CH3:16][O:15][C:13]([NH:1][C@H:2]([C:5]([OH:7])=[O:6])[CH2:3][S:4][CH3:10])=[O:14]. The catalyst class is: 5. (5) Reactant: [NH2:1][C:2]1[CH:3]=[CH:4][C:5]([O:8][C:9]2[CH:10]=[C:11]3[C:15](=[CH:16][CH:17]=2)[N:14]([CH3:18])[C:13]([C:19]([N:21]2[CH2:26][CH2:25][N:24]([CH2:27][C:28]4[CH:33]=[CH:32][CH:31]=[CH:30][CH:29]=4)[CH2:23][CH2:22]2)=[O:20])=[CH:12]3)=[N:6][CH:7]=1.[Cl:34][C:35]1[CH:36]=[C:37]2[C:42](=[O:43])[O:41][C:39](=[O:40])[C:38]2=[CH:44][C:45]=1[Cl:46]. Product: [CH2:27]([N:24]1[CH2:25][CH2:26][N:21]([C:19]([C:13]2[N:14]([CH3:18])[C:15]3[C:11]([CH:12]=2)=[CH:10][C:9]([O:8][C:5]2[N:6]=[CH:7][C:2]([NH:1][C:39](=[O:40])[C:38]4[C:37](=[CH:36][C:35]([Cl:34])=[C:45]([Cl:46])[CH:44]=4)[C:42]([OH:43])=[O:41])=[CH:3][CH:4]=2)=[CH:17][CH:16]=3)=[O:20])[CH2:22][CH2:23]1)[C:28]1[CH:33]=[CH:32][CH:31]=[CH:30][CH:29]=1. The catalyst class is: 26. (6) Reactant: [Cl-].[C:2]([C:4]1[CH:29]=[CH:28][C:7]([CH2:8][P+](C2C=CC=CC=2)(C2C=CC=CC=2)C2C=CC=CC=2)=[CH:6][CH:5]=1)#[N:3].CC(C)([O-])C.[K+].[CH:36]([C:38]1[CH:61]=[CH:60][C:41]2[C:42]([CH2:45][CH2:46][CH:47]3[CH2:52][CH2:51][N:50]([C:53]([O:55][C:56]([CH3:59])([CH3:58])[CH3:57])=[O:54])[CH2:49][CH2:48]3)=[N:43][O:44][C:40]=2[C:39]=1[CH2:62][O:63][CH:64]1[CH2:69][CH2:68][CH2:67][CH2:66][O:65]1)=O.[Cl-].[NH4+]. Product: [C:2]([C:4]1[CH:29]=[CH:28][C:7](/[CH:8]=[CH:36]\[C:38]2[CH:61]=[CH:60][C:41]3[C:42]([CH2:45][CH2:46][CH:47]4[CH2:52][CH2:51][N:50]([C:53]([O:55][C:56]([CH3:59])([CH3:57])[CH3:58])=[O:54])[CH2:49][CH2:48]4)=[N:43][O:44][C:40]=3[C:39]=2[CH2:62][O:63][CH:64]2[CH2:69][CH2:68][CH2:67][CH2:66][O:65]2)=[CH:6][CH:5]=1)#[N:3]. The catalyst class is: 7.